This data is from Full USPTO retrosynthesis dataset with 1.9M reactions from patents (1976-2016). The task is: Predict the reactants needed to synthesize the given product. (1) Given the product [CH2:1]([C:3]1[N:4]=[C:5]([C:8]2[CH:32]=[CH:31][C:11]([O:12][CH2:13][CH2:14][CH2:15][O:16][C:17]3[CH:18]=[C:19]4[C:23](=[CH:24][CH:25]=3)[N:22]([CH2:26][C:27]([OH:29])=[O:28])[CH:21]=[CH:20]4)=[C:10]([CH2:33][CH2:34][CH3:35])[CH:9]=2)[S:6][CH:7]=1)[CH3:2], predict the reactants needed to synthesize it. The reactants are: [CH2:1]([C:3]1[N:4]=[C:5]([C:8]2[CH:32]=[CH:31][C:11]([O:12][CH2:13][CH2:14][CH2:15][O:16][C:17]3[CH:18]=[C:19]4[C:23](=[CH:24][CH:25]=3)[N:22]([CH2:26][C:27]([O:29]C)=[O:28])[CH:21]=[CH:20]4)=[C:10]([CH2:33][CH2:34][CH3:35])[CH:9]=2)[S:6][CH:7]=1)[CH3:2].O[Li].O. (2) Given the product [C:12]([O:16][C:17]([C@@:19]1([CH:33]=[CH2:1])[CH2:23][C:22](=[O:24])[N:21]([C@@H:25]([C:27]2[CH:28]=[CH:29][CH:30]=[CH:31][CH:32]=2)[CH3:26])[CH2:20]1)=[O:18])([CH3:14])([CH3:13])[CH3:15], predict the reactants needed to synthesize it. The reactants are: [CH2:1]([Li])CCC.CCCCCC.[C:12]([O:16][C:17]([C@@:19]1([CH:33]=O)[CH2:23][C:22](=[O:24])[N:21]([C@@H:25]([C:27]2[CH:32]=[CH:31][CH:30]=[CH:29][CH:28]=2)[CH3:26])[CH2:20]1)=[O:18])([CH3:15])([CH3:14])[CH3:13].[Cl-].[NH4+]. (3) Given the product [OH:58][C:51]1[C:50]([CH2:49][NH:48][C:14](=[O:15])[C:13]2[CH:17]=[CH:18][C:10]([CH:8]([O:7][C:4]3[CH:5]=[C:26]([CH3:25])[CH:27]=[CH:2][CH:3]=3)[CH3:9])=[CH:11][CH:12]=2)=[C:55]([CH3:56])[CH:54]=[C:53]([CH3:57])[N:52]=1, predict the reactants needed to synthesize it. The reactants are: O1C[CH2:5][CH:4]([O:7][CH:8]([C:10]2[CH:18]=[CH:17][C:13]([C:14](O)=[O:15])=[CH:12][CH:11]=2)[CH3:9])[CH2:3][CH2:2]1.Cl.C(N=C=N[CH2:25][CH2:26][CH2:27]N(C)C)C.ON1C2C=CC=CC=2N=N1.C(N(CC)CC)C.[NH2:48][CH2:49][C:50]1[C:51]([OH:58])=[N:52][C:53]([CH3:57])=[CH:54][C:55]=1[CH3:56]. (4) Given the product [F:12][C:13]([F:26])([F:25])[S:14]([O:11][C:2]1[CH2:1][C:10]2[C:5]([CH2:4][CH:3]=1)=[CH:6][CH:7]=[CH:8][CH:9]=2)(=[O:16])=[O:15], predict the reactants needed to synthesize it. The reactants are: [CH2:1]1[C:10]2[C:5](=[CH:6][CH:7]=[CH:8][CH:9]=2)[CH2:4][CH2:3][C:2]1=[O:11].[F:12][C:13]([F:26])([F:25])[S:14](O[S:14]([C:13]([F:26])([F:25])[F:12])(=[O:16])=[O:15])(=[O:16])=[O:15]. (5) Given the product [NH:1]1[CH2:4][CH:3]([S:5]([C:6]2[CH:7]=[C:8]([CH:28]=[C:29]([C:31]([F:32])([F:34])[F:33])[CH:30]=2)[C:9]([N:11]([C:13]2[CH:14]=[N:15][CH:16]=[CH:17][C:18]=2[C:19]2[CH:24]=[CH:23][C:22]([F:25])=[CH:21][C:20]=2[O:26][CH3:27])[CH3:12])=[O:10])(=[O:35])=[O:54])[CH2:2]1, predict the reactants needed to synthesize it. The reactants are: [NH:1]1[CH2:4][CH:3]([S:5][C:6]2[CH:7]=[C:8]([CH:28]=[C:29]([C:31]([F:34])([F:33])[F:32])[CH:30]=2)[C:9]([N:11]([C:13]2[CH:14]=[N:15][CH:16]=[CH:17][C:18]=2[C:19]2[CH:24]=[CH:23][C:22]([F:25])=[CH:21][C:20]=2[O:26][CH3:27])[CH3:12])=[O:10])[CH2:2]1.[OH:35]OS([O-])=O.[K+].[O-]S([O-])(=S)=O.[Na+].[Na+].CCOC(C)=O.[OH2:54]. (6) Given the product [N:10]1([C:8]([C:5]2[CH:6]=[CH:7][C:2]([N:20]3[C:19]4[CH2:22][O:23][CH2:24][CH2:25][C:18]=4[C:17]([C:16]([F:26])([F:27])[F:15])=[N:21]3)=[CH:3][CH:4]=2)=[O:9])[CH2:14][CH2:13][CH2:12][CH2:11]1, predict the reactants needed to synthesize it. The reactants are: I[C:2]1[CH:7]=[CH:6][C:5]([C:8]([N:10]2[CH2:14][CH2:13][CH2:12][CH2:11]2)=[O:9])=[CH:4][CH:3]=1.[F:15][C:16]([F:27])([F:26])[C:17]1[C:18]2[CH2:25][CH2:24][O:23][CH2:22][C:19]=2[NH:20][N:21]=1. (7) Given the product [Br:27][CH2:2][C:3]1[CH:4]=[C:5]([C:9]2[CH:13]=[C:12]([CH2:14][CH:15]([CH3:17])[CH3:16])[S:11][C:10]=2[S:18]([NH:21][C:22]([CH3:25])([CH3:24])[CH3:23])(=[O:20])=[O:19])[CH:6]=[CH:7][CH:8]=1, predict the reactants needed to synthesize it. The reactants are: O[CH2:2][C:3]1[CH:4]=[C:5]([C:9]2[CH:13]=[C:12]([CH2:14][CH:15]([CH3:17])[CH3:16])[S:11][C:10]=2[S:18]([NH:21][C:22]([CH3:25])([CH3:24])[CH3:23])(=[O:20])=[O:19])[CH:6]=[CH:7][CH:8]=1.C(Br)(Br)(Br)[Br:27].C1C=CC(P(C2C=CC=CC=2)C2C=CC=CC=2)=CC=1.O. (8) Given the product [Br:1][C:2]1[C:10]2[C:6](=[N:7][S:8][N:9]=2)[C:5]([C:11]([Cl:14])=[N:12][OH:13])=[CH:4][CH:3]=1, predict the reactants needed to synthesize it. The reactants are: [Br:1][C:2]1[C:10]2[C:6](=[N:7][S:8][N:9]=2)[C:5]([CH:11]=[N:12][OH:13])=[CH:4][CH:3]=1.[Cl:14]N1C(=O)CCC1=O.O. (9) Given the product [C:1]([N:4]1[CH2:9][CH2:8][N:7]([CH2:10][C:11]2[CH:12]=[C:13]3[C:18](=[CH:19][CH:20]=2)[CH2:17][C@@H:16]([N:21]2[C:26](=[O:27])[C:25]4[S:28][C:29]([C:36]5[CH:37]=[CH:38][C:33]([F:32])=[CH:34][CH:35]=5)=[CH:30][C:24]=4[N:23]=[CH:22]2)[CH2:15][CH2:14]3)[CH2:6][CH2:5]1)(=[O:3])[CH3:2], predict the reactants needed to synthesize it. The reactants are: [C:1]([N:4]1[CH2:9][CH2:8][N:7]([CH2:10][C:11]2[CH:12]=[C:13]3[C:18](=[CH:19][CH:20]=2)[CH2:17][CH:16]([N:21]2[C:26](=[O:27])[C:25]4[S:28][C:29](Br)=[CH:30][C:24]=4[N:23]=[CH:22]2)[CH2:15][CH2:14]3)[CH2:6][CH2:5]1)(=[O:3])[CH3:2].[F:32][C:33]1[CH:38]=[CH:37][C:36](B(O)O)=[CH:35][CH:34]=1.C(=O)([O-])[O-].[K+].[K+]. (10) Given the product [Br:3][C:4]1[CH:9]=[CH:8][C:7]([CH:10]([O:12][C:14]2[N:19]=[CH:18][CH:17]=[CH:16][N:15]=2)[CH3:11])=[CH:6][CH:5]=1, predict the reactants needed to synthesize it. The reactants are: [H-].[Na+].[Br:3][C:4]1[CH:9]=[CH:8][C:7]([CH:10]([OH:12])[CH3:11])=[CH:6][CH:5]=1.Cl[C:14]1[N:19]=[CH:18][CH:17]=[CH:16][N:15]=1.